This data is from Peptide-MHC class I binding affinity with 185,985 pairs from IEDB/IMGT. The task is: Regression. Given a peptide amino acid sequence and an MHC pseudo amino acid sequence, predict their binding affinity value. This is MHC class I binding data. (1) The peptide sequence is NNKSRLVAF. The MHC is HLA-A02:01 with pseudo-sequence HLA-A02:01. The binding affinity (normalized) is 0.0847. (2) The peptide sequence is FNSFLTHAL. The MHC is HLA-A68:02 with pseudo-sequence HLA-A68:02. The binding affinity (normalized) is 0.660. (3) The peptide sequence is AEDMLNPNY. The MHC is HLA-A24:02 with pseudo-sequence HLA-A24:02. The binding affinity (normalized) is 0. (4) The MHC is HLA-A03:01 with pseudo-sequence HLA-A03:01. The binding affinity (normalized) is 0. The peptide sequence is ITTESIVIW. (5) The peptide sequence is AAAQGQAPL. The MHC is HLA-C14:02 with pseudo-sequence HLA-C14:02. The binding affinity (normalized) is 0.439. (6) The peptide sequence is FMEEEIKAEM. The MHC is HLA-A02:06 with pseudo-sequence HLA-A02:06. The binding affinity (normalized) is 0.375. (7) The peptide sequence is APGWLIWTY. The MHC is HLA-B54:01 with pseudo-sequence HLA-B54:01. The binding affinity (normalized) is 0.